This data is from Reaction yield outcomes from USPTO patents with 853,638 reactions. The task is: Predict the reaction yield, written as a fraction of the theoretical maximum amount of product (1.0 means a 100% yield; for example, 0.34 means a 34% yield). (1) The reactants are [Br:1][C:2]1[CH:7]=[CH:6][C:5]([OH:8])=[CH:4][CH:3]=1.[CH2:9](Br)[CH2:10][C@H:11]([CH2:13][CH2:14][CH:15]=[C:16]([CH3:18])[CH3:17])[CH3:12].C(=O)([O-])[O-].[K+].[K+]. The catalyst is CC(=O)CC. The product is [Br:1][C:2]1[CH:7]=[CH:6][C:5]([O:8][CH2:9][CH2:10][C@@H:11]([CH3:12])[CH2:13][CH2:14][CH:15]=[C:16]([CH3:18])[CH3:17])=[CH:4][CH:3]=1. The yield is 0.682. (2) The reactants are C([Si](C)(C)[O:6][CH2:7][CH:8]([C:26](C)(C)[O:27][SiH2]C(C)(C)C)[CH2:9][O:10][C:11]1[C:18]([C:19]2[S:20][CH:21]=[CH:22][CH:23]=2)=[CH:17][C:14]([CH:15]=[O:16])=[C:13]([O:24][CH3:25])[CH:12]=1)(C)(C)C.[F-].C([N+](CCCC)(CCCC)CCCC)CCC. The catalyst is O1CCCC1.C(OCC)(=O)C. The product is [OH:6][CH2:7][CH:8]([CH2:26][OH:27])[CH2:9][O:10][C:11]1[C:18]([C:19]2[S:20][CH:21]=[CH:22][CH:23]=2)=[CH:17][C:14]([CH:15]=[O:16])=[C:13]([O:24][CH3:25])[CH:12]=1. The yield is 0.990.